This data is from Forward reaction prediction with 1.9M reactions from USPTO patents (1976-2016). The task is: Predict the product of the given reaction. (1) Given the reactants [C:1]([OH:5])(=[O:4])[CH2:2][SH:3].[H-].[Na+].[Br:8][C:9]1[CH:14]=[C:13]([Cl:15])[CH:12]=[CH:11][C:10]=1F.O, predict the reaction product. The product is: [Br:8][C:9]1[CH:14]=[C:13]([Cl:15])[CH:12]=[CH:11][C:10]=1[S:3][CH2:2][C:1]([OH:5])=[O:4]. (2) Given the reactants CCN(C1C=CC(C(C2C=CC(NC3C=CC(OCC)=CC=3)=CC=2)=C2C=CC(=[N+](CC3C=CC=C(S([O-])(=O)=O)C=3)CC)C=C2)=CC=1)CC1C=CC=C(S(O)(=O)=O)C=1.[Na+:58].C1N(CCS(O)(=O)=O)CCOC1.[CH3:71][CH2:72][CH2:73][CH2:74][CH2:75][CH2:76][CH2:77][CH2:78][CH2:79][CH2:80][CH2:81][CH2:82][O:83][S:84]([O-:87])(=[O:86])=[O:85].[Na+], predict the reaction product. The product is: [CH3:71][CH2:72][CH2:73][CH2:74][CH2:75][CH2:76][CH2:77][CH2:78][CH2:79][CH2:80][CH2:81][CH2:82][O:83][S:84]([O-:87])(=[O:86])=[O:85].[Na+:58]. (3) The product is: [CH:22]1([CH2:17][N:14]2[CH2:15][CH2:16][N:12]([C:4]3[S:5][C:6]([C:7]([OH:9])=[O:8])=[C:2]([CH3:1])[N:3]=3)[C:13]2=[O:23])[CH2:21][CH2:20]1. Given the reactants [CH3:1][C:2]1[N:3]=[C:4]([N:12]2[CH2:16][CH2:15][N:14]([C:17]3[CH:22]=[CH:21][CH:20]=CC=3)[C:13]2=[O:23])[S:5][C:6]=1[C:7]([O:9]CC)=[O:8].C1(CN2CCN(C3SC(C(OCC)=O)=C(C)N=3)C2=O)CC1, predict the reaction product. (4) The product is: [NH2:33][C@H:34]([C:40]([OH:42])=[O:41])[CH2:35][CH2:36][CH2:37][CH2:38][NH2:39].[CH2:1]1[C:9]2[C:4](=[CH:5][CH:6]=[CH:7][CH:8]=2)[CH2:3][N:2]1[CH2:10][C:11]1[CH:32]=[CH:31][C:14]([CH2:15][O:16][C:17]2[CH:22]=[CH:21][C:20]([C@@H:23]([C:28]#[C:29][CH3:30])[CH2:24][C:25]([O-:27])=[O:26])=[CH:19][CH:18]=2)=[CH:13][CH:12]=1. Given the reactants [CH2:1]1[C:9]2[C:4](=[CH:5][CH:6]=[CH:7][CH:8]=2)[CH2:3][N:2]1[CH2:10][C:11]1[CH:32]=[CH:31][C:14]([CH2:15][O:16][C:17]2[CH:22]=[CH:21][C:20]([C@@H:23]([C:28]#[C:29][CH3:30])[CH2:24][C:25]([OH:27])=[O:26])=[CH:19][CH:18]=2)=[CH:13][CH:12]=1.[NH2:33][C@H:34]([C:40]([OH:42])=[O:41])[CH2:35][CH2:36][CH2:37][CH2:38][NH2:39], predict the reaction product. (5) Given the reactants [CH3:1][O:2][C:3]1[CH:11]=[C:10]2[C:6]([CH2:7][C:8](=[O:12])[NH:9]2)=[CH:5][CH:4]=1.[OH:13][CH2:14][CH2:15][CH2:16][C:17]1[C:18]2[CH2:28][CH2:27][CH2:26][CH2:25][CH2:24][C:19]=2[NH:20][C:21]=1[CH:22]=O.N1CCCCC1, predict the reaction product. The product is: [OH:13][CH2:14][CH2:15][CH2:16][C:17]1[C:18]2[CH2:28][CH2:27][CH2:26][CH2:25][CH2:24][C:19]=2[NH:20][C:21]=1/[CH:22]=[C:7]1\[C:8](=[O:12])[NH:9][C:10]2[C:6]\1=[CH:5][CH:4]=[C:3]([O:2][CH3:1])[CH:11]=2. (6) Given the reactants [CH2:1]([O:8][CH:9]([CH2:14][C:15]1[CH:20]=[CH:19][C:18]([O:21][CH2:22][CH2:23][NH:24][C:25](=[O:38])[C:26]2[CH:31]=[CH:30][C:29]([C:32]3[CH:37]=[CH:36][CH:35]=[CH:34][N:33]=3)=[CH:28][CH:27]=2)=[CH:17][CH:16]=1)[C:10]([O:12]C)=[O:11])[C:2]1[CH:7]=[CH:6][CH:5]=[CH:4][CH:3]=1.[OH-].[Na+], predict the reaction product. The product is: [CH2:1]([O:8][CH:9]([CH2:14][C:15]1[CH:20]=[CH:19][C:18]([O:21][CH2:22][CH2:23][NH:24][C:25](=[O:38])[C:26]2[CH:31]=[CH:30][C:29]([C:32]3[CH:37]=[CH:36][CH:35]=[CH:34][N:33]=3)=[CH:28][CH:27]=2)=[CH:17][CH:16]=1)[C:10]([OH:12])=[O:11])[C:2]1[CH:3]=[CH:4][CH:5]=[CH:6][CH:7]=1.